From a dataset of Forward reaction prediction with 1.9M reactions from USPTO patents (1976-2016). Predict the product of the given reaction. Given the reactants [N+]([O-])([O-])=O.[Ca+2:5].[N+]([O-])([O-])=O.[Si:10]([O:20]CC)([O:17]CC)([O:14]CC)[O:11]CC.C(O)(=O)CC(CC(O)=O)(C(O)=O)O.[N+]([O-])([O-])=O.[NH4+].N.[N+]([O-])([O-])=O, predict the reaction product. The product is: [Si:10]([OH:20])([OH:17])([O-:14])[O-:11].[Ca+2:5].[Si:10]([O-:20])([O-:17])([O-:14])[O-:11].[Ca+2:5].[Ca+2:5].